Dataset: NCI-60 drug combinations with 297,098 pairs across 59 cell lines. Task: Regression. Given two drug SMILES strings and cell line genomic features, predict the synergy score measuring deviation from expected non-interaction effect. (1) Drug 1: CS(=O)(=O)OCCCCOS(=O)(=O)C. Drug 2: N.N.Cl[Pt+2]Cl. Cell line: T-47D. Synergy scores: CSS=26.1, Synergy_ZIP=-4.77, Synergy_Bliss=-0.158, Synergy_Loewe=3.87, Synergy_HSA=1.73. (2) Drug 1: CC1=C(C=C(C=C1)NC2=NC=CC(=N2)N(C)C3=CC4=NN(C(=C4C=C3)C)C)S(=O)(=O)N.Cl. Drug 2: COC1=CC(=CC(=C1O)OC)C2C3C(COC3=O)C(C4=CC5=C(C=C24)OCO5)OC6C(C(C7C(O6)COC(O7)C8=CC=CS8)O)O. Cell line: RPMI-8226. Synergy scores: CSS=44.1, Synergy_ZIP=2.38, Synergy_Bliss=0.321, Synergy_Loewe=-40.5, Synergy_HSA=-3.66.